From a dataset of Forward reaction prediction with 1.9M reactions from USPTO patents (1976-2016). Predict the product of the given reaction. (1) Given the reactants [Cl-].O[NH3+:3].[C:4](=[O:7])([O-])[OH:5].[Na+].CS(C)=O.[CH2:13]([C:17]1[N:22]2[N:23]=[CH:24][N:25]=[C:21]2[N:20]([C:26]2[CH:31]=[CH:30][C:29]([O:32][CH:33]([CH3:35])[CH3:34])=[C:28]([F:36])[CH:27]=2)[C:19](=[O:37])[C:18]=1[CH2:38][C:39]1[CH:44]=[CH:43][C:42]([C:45]2[C:46]([C:51]#[N:52])=[CH:47][CH:48]=[CH:49][CH:50]=2)=[CH:41][CH:40]=1)[CH2:14][CH2:15][CH3:16], predict the reaction product. The product is: [CH2:13]([C:17]1[N:22]2[N:23]=[CH:24][N:25]=[C:21]2[N:20]([C:26]2[CH:31]=[CH:30][C:29]([O:32][CH:33]([CH3:34])[CH3:35])=[C:28]([F:36])[CH:27]=2)[C:19](=[O:37])[C:18]=1[CH2:38][C:39]1[CH:40]=[CH:41][C:42]([C:45]2[CH:50]=[CH:49][CH:48]=[CH:47][C:46]=2[C:51]2[NH:3][C:4](=[O:7])[O:5][N:52]=2)=[CH:43][CH:44]=1)[CH2:14][CH2:15][CH3:16]. (2) Given the reactants Br[C:2]1[C:10]2[C:9]([NH:11][C@H:12]([C:14]3[N:19]([C:20]4[CH:25]=[CH:24][CH:23]=[CH:22][CH:21]=4)[C:18](=[O:26])[C:17]4=[C:27]([CH3:30])[CH:28]=[CH:29][N:16]4[N:15]=3)[CH3:13])=[N:8][CH:7]=[N:6][C:5]=2[N:4]([CH2:31][O:32][CH2:33][CH2:34][Si:35]([CH3:38])([CH3:37])[CH3:36])[CH:3]=1.[F:39][C:40]1[CH:41]=[CH:42][C:43]([O:49][CH3:50])=[C:44](B(O)O)[CH:45]=1.C(=O)([O-])[O-].[Na+].[Na+], predict the reaction product. The product is: [F:39][C:40]1[CH:45]=[CH:44][C:43]([O:49][CH3:50])=[C:42]([C:2]2[C:10]3[C:9]([NH:11][C@H:12]([C:14]4[N:19]([C:20]5[CH:25]=[CH:24][CH:23]=[CH:22][CH:21]=5)[C:18](=[O:26])[C:17]5=[C:27]([CH3:30])[CH:28]=[CH:29][N:16]5[N:15]=4)[CH3:13])=[N:8][CH:7]=[N:6][C:5]=3[N:4]([CH2:31][O:32][CH2:33][CH2:34][Si:35]([CH3:38])([CH3:37])[CH3:36])[CH:3]=2)[CH:41]=1. (3) Given the reactants [Na].CO.Cl.[OH:5][CH:6]1[O:14][C@H:13]([CH2:15][OH:16])[C@@H:11]([OH:12])[C@H:9]([OH:10])[C@H:7]1[NH2:8].[C:17](OC(=O)C)(=[O:19])[CH3:18], predict the reaction product. The product is: [C:17]([NH:8][C@@H:7]1[C@@H:9]([OH:10])[C@H:11]([OH:12])[C@@H:13]([CH2:15][OH:16])[O:14][CH:6]1[OH:5])(=[O:19])[CH3:18]. (4) Given the reactants [H-].[Al+3].[Li+].[H-].[H-].[H-].C[O:8][C:9]([C:11]1[N:12]([CH3:32])[C:13]([C:16]2[CH:21]=[CH:20][C:19]([CH2:22][N:23]3[C:27]4[CH:28]=[CH:29][CH:30]=[CH:31][C:26]=4[N:25]=[CH:24]3)=[CH:18][CH:17]=2)=[N:14][CH:15]=1)=O, predict the reaction product. The product is: [N:23]1([CH2:22][C:19]2[CH:18]=[CH:17][C:16]([C:13]3[N:12]([CH3:32])[C:11]([CH2:9][OH:8])=[CH:15][N:14]=3)=[CH:21][CH:20]=2)[C:27]2[CH:28]=[CH:29][CH:30]=[CH:31][C:26]=2[N:25]=[CH:24]1. (5) Given the reactants C([O:8][C:9]1[C:14](=[O:15])[N:13]=[C:12]([CH2:16][C:17]2([C:22]3[CH:27]=[CH:26][C:25]([Cl:28])=[CH:24][CH:23]=3)[CH2:21][CH2:20][CH2:19][CH2:18]2)[N:11]2[CH2:29][CH2:30][N:31]([CH3:34])[C:32](=[O:33])[C:10]=12)C1C=CC=CC=1.C1(C2C=CC=CC=2)C=CC=CC=1CC1N2CCN(C)C(=O)C2=C(O)C(=O)N=1, predict the reaction product. The product is: [Cl:28][C:25]1[CH:26]=[CH:27][C:22]([C:17]2([CH2:16][C:12]3[N:11]4[CH2:29][CH2:30][N:31]([CH3:34])[C:32](=[O:33])[C:10]4=[C:9]([OH:8])[C:14](=[O:15])[N:13]=3)[CH2:21][CH2:20][CH2:19][CH2:18]2)=[CH:23][CH:24]=1. (6) Given the reactants [NH2:1][C:2]1[CH:7]=[CH:6][C:5]([N:8]2[CH2:12][CH:11]([CH2:13][NH:14][C:15]([C:17]3[S:18][C:19]([Cl:22])=[CH:20][CH:21]=3)=[O:16])[O:10][C:9]2=[O:23])=[CH:4][CH:3]=1.[C:24](C(NCC(O)=O)C(O)=O)([O:26][C:27]([CH3:30])([CH3:29])[CH3:28])=[O:25].C1C=CC2N(O)N=[N:46][C:44]=2[CH:45]=1.CN1CC[O:54][CH2:53][CH2:52]1.CN(C([O:64]N1N=NC2C=CC=CC1=2)=[N+](C)C)C.F[P-](F)(F)(F)(F)F, predict the reaction product. The product is: [Cl:22][C:19]1[S:18][C:17]([C:15]([NH:14][CH2:13][CH:11]2[O:10][C:9](=[O:23])[N:8]([C:5]3[CH:6]=[CH:7][C:2]([N:1]4[C:45](=[O:64])[CH2:44][N:46]([C:24]([O:26][C:27]([CH3:30])([CH3:29])[CH3:28])=[O:25])[CH2:52][C:53]4=[O:54])=[CH:3][CH:4]=3)[CH2:12]2)=[O:16])=[CH:21][CH:20]=1. (7) Given the reactants [CH2:1]([O:3][C:4]1[C:5]([F:27])=[C:6]([C:23]([F:26])=[CH:24][CH:25]=1)[O:7][C:8]1[CH:9]=[N:10][N:11]([CH:15]([CH2:19][CH:20]([CH3:22])[CH3:21])[C:16]([OH:18])=O)[C:12](=[O:14])[CH:13]=1)[CH3:2].[CH3:28][C:29]1([CH3:41])[O:33][C@H:32]([CH2:34][N:35]2[CH:39]=[CH:38][C:37]([NH2:40])=[N:36]2)[CH2:31][O:30]1, predict the reaction product. The product is: [CH3:28][C:29]1([CH3:41])[O:33][C@H:32]([CH2:34][N:35]2[CH:39]=[CH:38][C:37]([NH:40][C:16](=[O:18])[CH:15]([N:11]3[C:12](=[O:14])[CH:13]=[C:8]([O:7][C:6]4[C:23]([F:26])=[CH:24][CH:25]=[C:4]([O:3][CH2:1][CH3:2])[C:5]=4[F:27])[CH:9]=[N:10]3)[CH2:19][CH:20]([CH3:21])[CH3:22])=[N:36]2)[CH2:31][O:30]1.